This data is from Buchwald-Hartwig C-N cross coupling reaction yields with 55,370 reactions. The task is: Predict the reaction yield, written as a fraction of the theoretical maximum amount of product (1.0 means a 100% yield; for example, 0.34 means a 34% yield). (1) The reactants are Ic1ccccn1.Cc1ccc(N)cc1.O=S(=O)(O[Pd]1c2ccccc2-c2ccccc2N~1)C(F)(F)F.CC(C)c1cc(C(C)C)c(-c2ccccc2P(C(C)(C)C)C(C)(C)C)c(C(C)C)c1.CN(C)C(=NC(C)(C)C)N(C)C.c1ccc(-c2ccno2)cc1. No catalyst specified. The product is Cc1ccc(Nc2ccccn2)cc1. The yield is 0.806. (2) The reactants are COc1ccc(Br)cc1.Cc1ccc(N)cc1.O=S(=O)(O[Pd]1c2ccccc2-c2ccccc2N~1)C(F)(F)F.COc1ccc(OC)c(P([C@]23C[C@H]4C[C@H](C[C@H](C4)C2)C3)[C@]23C[C@H]4C[C@H](C[C@H](C4)C2)C3)c1-c1c(C(C)C)cc(C(C)C)cc1C(C)C.CN(C)C(=NC(C)(C)C)N(C)C.CCOC(=O)c1ccon1. No catalyst specified. The product is COc1ccc(Nc2ccc(C)cc2)cc1. The yield is 0.332. (3) The reactants are CCc1ccc(I)cc1.Cc1ccc(N)cc1.O=S(=O)(O[Pd]1c2ccccc2-c2ccccc2N~1)C(F)(F)F.CC(C)c1cc(C(C)C)c(-c2ccccc2P(C(C)(C)C)C(C)(C)C)c(C(C)C)c1.CCN=P(N=P(N(C)C)(N(C)C)N(C)C)(N(C)C)N(C)C.c1ccc2oncc2c1. No catalyst specified. The product is CCc1ccc(Nc2ccc(C)cc2)cc1. The yield is 0.496. (4) The reactants are Ic1ccccn1.Cc1ccc(N)cc1.O=S(=O)(O[Pd]1c2ccccc2-c2ccccc2N~1)C(F)(F)F.CC(C)c1cc(C(C)C)c(-c2ccccc2P(C2CCCCC2)C2CCCCC2)c(C(C)C)c1.CN(C)C(=NC(C)(C)C)N(C)C.c1ccc(-c2cnoc2)cc1. No catalyst specified. The product is Cc1ccc(Nc2ccccn2)cc1. The yield is 0.420. (5) The reactants are CCc1ccc(Br)cc1.Cc1ccc(N)cc1.O=S(=O)(O[Pd]1c2ccccc2-c2ccccc2N~1)C(F)(F)F.COc1ccc(OC)c(P([C@]23C[C@H]4C[C@H](C[C@H](C4)C2)C3)[C@]23C[C@H]4C[C@H](C[C@H](C4)C2)C3)c1-c1c(C(C)C)cc(C(C)C)cc1C(C)C.CCN=P(N=P(N(C)C)(N(C)C)N(C)C)(N(C)C)N(C)C.Cc1cc(-c2ccccc2)on1. No catalyst specified. The product is CCc1ccc(Nc2ccc(C)cc2)cc1. The yield is 0.631. (6) The reactants are Ic1cccnc1.Cc1ccc(N)cc1.O=S(=O)(O[Pd]1c2ccccc2-c2ccccc2N~1)C(F)(F)F.COc1ccc(OC)c(P(C(C)(C)C)C(C)(C)C)c1-c1c(C(C)C)cc(C(C)C)cc1C(C)C.CN1CCCN2CCCN=C12.c1ccc2nocc2c1. No catalyst specified. The product is Cc1ccc(Nc2cccnc2)cc1. The yield is 0.267. (7) The reactants are Brc1cccnc1.Cc1ccc(N)cc1.O=S(=O)(O[Pd]1c2ccccc2-c2ccccc2N~1)C(F)(F)F.COc1ccc(OC)c(P([C@]23C[C@H]4C[C@H](C[C@H](C4)C2)C3)[C@]23C[C@H]4C[C@H](C[C@H](C4)C2)C3)c1-c1c(C(C)C)cc(C(C)C)cc1C(C)C.CCN=P(N=P(N(C)C)(N(C)C)N(C)C)(N(C)C)N(C)C.COC(=O)c1ccno1. No catalyst specified. The product is Cc1ccc(Nc2cccnc2)cc1. The yield is 0.0886. (8) The reactants are Brc1cccnc1.Cc1ccc(N)cc1.O=S(=O)(O[Pd]1c2ccccc2-c2ccccc2N~1)C(F)(F)F.CC(C)c1cc(C(C)C)c(-c2ccccc2P(C2CCCCC2)C2CCCCC2)c(C(C)C)c1.CN1CCCN2CCCN=C12.CCOC(=O)c1cc(C)no1. No catalyst specified. The product is Cc1ccc(Nc2cccnc2)cc1. The yield is 0.317.